From a dataset of NCI-60 drug combinations with 297,098 pairs across 59 cell lines. Regression. Given two drug SMILES strings and cell line genomic features, predict the synergy score measuring deviation from expected non-interaction effect. (1) Drug 1: CCC1(C2=C(COC1=O)C(=O)N3CC4=CC5=C(C=CC(=C5CN(C)C)O)N=C4C3=C2)O.Cl. Drug 2: N.N.Cl[Pt+2]Cl. Cell line: NCI-H522. Synergy scores: CSS=74.5, Synergy_ZIP=-4.64, Synergy_Bliss=-1.09, Synergy_Loewe=1.21, Synergy_HSA=2.66. (2) Drug 1: CC12CCC(CC1=CCC3C2CCC4(C3CC=C4C5=CN=CC=C5)C)O. Drug 2: C1CNP(=O)(OC1)N(CCCl)CCCl. Cell line: PC-3. Synergy scores: CSS=2.74, Synergy_ZIP=-2.13, Synergy_Bliss=-3.77, Synergy_Loewe=-3.34, Synergy_HSA=-2.42.